This data is from Reaction yield outcomes from USPTO patents with 853,638 reactions. The task is: Predict the reaction yield, written as a fraction of the theoretical maximum amount of product (1.0 means a 100% yield; for example, 0.34 means a 34% yield). (1) The reactants are [F:1][C:2]1[CH:3]=[C:4]([CH2:10][C:11]([OH:13])=[O:12])[CH:5]=[C:6]([F:9])[C:7]=1[F:8].C([Li])CCC.Br[CH2:20][CH2:21][CH2:22][Cl:23]. The catalyst is C1COCC1. The product is [Cl:23][CH2:22][CH2:21][CH2:20][CH:10]([C:4]1[CH:3]=[C:2]([F:1])[C:7]([F:8])=[C:6]([F:9])[CH:5]=1)[C:11]([OH:13])=[O:12]. The yield is 0.680. (2) The reactants are [O:1]=[C:2]1[CH:7]=[CH:6][N:5]([C:8]2[CH:13]=[CH:12][CH:11]=[C:10]([C:14]([F:17])([F:16])[F:15])[CH:9]=2)[N:4]=[C:3]1[C:18](OC)=[O:19].CC(C[AlH]CC(C)C)C. The catalyst is C1COCC1.Cl. The product is [OH:19][CH2:18][C:3]1[C:2](=[O:1])[CH:7]=[CH:6][N:5]([C:8]2[CH:13]=[CH:12][CH:11]=[C:10]([C:14]([F:17])([F:16])[F:15])[CH:9]=2)[N:4]=1. The yield is 0.280. (3) No catalyst specified. The reactants are [CH3:1][CH2:2][O:3][C:4](/[C:6](/Cl)=[N:7]\[OH:8])=[O:5].CCN(CC)CC.[Cl:17][C:18](Cl)=[CH2:19]. The yield is 0.150. The product is [Cl:17][C:18]1[O:8][N:7]=[C:6]([C:4]([O:3][CH2:2][CH3:1])=[O:5])[CH:19]=1. (4) The reactants are CCN=C=NC[CH2:7][CH2:8][N:9]([CH3:11])C.Cl.[CH2:13]([C:17]1=[CH:18][N:19]([C:36]([CH3:39])([CH3:38])[CH3:37])[S:20]/[C:21]/1=[N:22]\[C:23]([C@:25]1([CH3:35])[CH2:29][CH2:28][C@H:27]([C:30]([OH:32])=O)[C:26]1([CH3:34])[CH3:33])=[O:24])[CH2:14][CH2:15][CH3:16].OC1C2N=NNC=2C=CC=1.Cl.N1CCC1.C(N(CC)CC)C. The catalyst is C(OCC)(=O)C.O.CN(C)C=O. The product is [N:9]1([C:30]([C@H:27]2[CH2:28][CH2:29][C@@:25]([CH3:35])([C:23](/[N:22]=[C:21]3/[C:17]([CH2:13][CH2:14][CH2:15][CH3:16])=[CH:18][N:19]([C:36]([CH3:38])([CH3:37])[CH3:39])[S:20]/3)=[O:24])[C:26]2([CH3:33])[CH3:34])=[O:32])[CH2:8][CH2:7][CH2:11]1. The yield is 0.580. (5) The reactants are [CH2:1]([N:5]1[C:13]2[N:12]=[C:11]([Cl:14])[N:10](CC=C)[C:9]=2[C:8](=[O:18])[NH:7][C:6]1=[O:19])[CH2:2][CH2:3][CH3:4].[C:20]1([CH2:26][C:27]2[N:31]=[C:30]([CH2:32][CH2:33][CH2:34]O)[O:29][N:28]=2)[CH:25]=[CH:24][CH:23]=[CH:22][CH:21]=1.C1C=CC(P(C2C=CC=CC=2)C2C=CC=CC=2)=CC=1.C1C=CC(COC(/N=N/C(OCC2C=CC=CC=2)=O)=O)=CC=1.N1CCOCC1. The catalyst is C1COCC1.C1C=CC([P]([Pd]([P](C2C=CC=CC=2)(C2C=CC=CC=2)C2C=CC=CC=2)([P](C2C=CC=CC=2)(C2C=CC=CC=2)C2C=CC=CC=2)[P](C2C=CC=CC=2)(C2C=CC=CC=2)C2C=CC=CC=2)(C2C=CC=CC=2)C2C=CC=CC=2)=CC=1. The product is [CH2:1]([N:5]1[C:13]2[N:12]=[C:11]([Cl:14])[NH:10][C:9]=2[C:8](=[O:18])[N:7]([CH2:34][CH2:33][CH2:32][C:30]2[O:29][N:28]=[C:27]([CH2:26][C:20]3[CH:25]=[CH:24][CH:23]=[CH:22][CH:21]=3)[N:31]=2)[C:6]1=[O:19])[CH2:2][CH2:3][CH3:4]. The yield is 0.230. (6) The reactants are [CH2:1]([O:3][C:4](=[O:25])[CH:5]([O:20][C:21]([CH3:24])([CH3:23])[CH3:22])[C:6]1[C:15]([OH:16])=[C:14]([CH:17]2[CH2:19][CH2:18]2)[CH:13]=[C:12]2[C:7]=1[CH:8]=[CH:9][CH:10]=[N:11]2)[CH3:2].C1C=CC(N([S:33]([C:36]([F:39])([F:38])[F:37])(=[O:35])=[O:34])[S:33]([C:36]([F:39])([F:38])[F:37])(=[O:35])=[O:34])=CC=1.C(=O)([O-])[O-].[K+].[K+]. The catalyst is [Cl-].[NH4+].C(OCC)(=O)C. The product is [CH2:1]([O:3][C:4](=[O:25])[CH:5]([O:20][C:21]([CH3:24])([CH3:23])[CH3:22])[C:6]1[C:15]([O:16][S:33]([C:36]([F:39])([F:38])[F:37])(=[O:35])=[O:34])=[C:14]([CH:17]2[CH2:18][CH2:19]2)[CH:13]=[C:12]2[C:7]=1[CH:8]=[CH:9][CH:10]=[N:11]2)[CH3:2]. The yield is 0.650. (7) The reactants are [CH2:1]([N:8]1[CH2:12][CH2:11][CH:10]([C:13]2[CH:18]=[CH:17][C:16]([NH2:19])=[C:15]([F:20])[CH:14]=2)[CH2:9]1)[C:2]1[CH:7]=[CH:6][CH:5]=[CH:4][CH:3]=1.[CH:21]([C:24]1[CH:29]=[CH:28][C:27]([S:30](Cl)(=[O:32])=[O:31])=[CH:26][CH:25]=1)([CH3:23])[CH3:22].C(N(CC)CC)C. The catalyst is O1CCCC1. The product is [CH2:1]([N:8]1[CH2:12][CH2:11][CH:10]([C:13]2[CH:18]=[CH:17][C:16]([NH:19][S:30]([C:27]3[CH:28]=[CH:29][C:24]([CH:21]([CH3:23])[CH3:22])=[CH:25][CH:26]=3)(=[O:32])=[O:31])=[C:15]([F:20])[CH:14]=2)[CH2:9]1)[C:2]1[CH:3]=[CH:4][CH:5]=[CH:6][CH:7]=1. The yield is 0.210. (8) The yield is 0.920. No catalyst specified. The product is [CH3:1][N:2]1[C:10]2[C:5](=[CH:6][CH:7]=[CH:8][C:9]=2[C:11]([O:13][CH3:14])=[O:12])[C:4]([CH2:15][NH:19][CH3:18])=[CH:3]1. The reactants are [CH3:1][N:2]1[C:10]2[C:5](=[CH:6][CH:7]=[CH:8][C:9]=2[C:11]([O:13][CH3:14])=[O:12])[C:4]([CH:15]=O)=[CH:3]1.C[C:18]1[NH:19]C2C(C=1C=O)=CC=CC=2. (9) The product is [Br:10][C:7]1[CH:8]=[CH:9][C:4]([C:2]2[CH:1]=[C:11]([C:12]3[CH:17]=[CH:16][CH:15]=[CH:14][CH:13]=3)[N:35]=[C:27]([C:28]3[CH:33]=[CH:32][CH:31]=[CH:30][CH:29]=3)[N:34]=2)=[CH:5][CH:6]=1. The catalyst is C(O)C. The reactants are [CH3:1][C:2]([C:4]1[CH:9]=[CH:8][C:7]([Br:10])=[CH:6][CH:5]=1)=O.[CH:11](=O)[C:12]1[CH:17]=[CH:16][CH:15]=[CH:14][CH:13]=1.CI.C[O-].[Na+].CO.Cl.[C:27]([NH2:35])(=[NH:34])[C:28]1[CH:33]=[CH:32][CH:31]=[CH:30][CH:29]=1.[OH-].[Na+]. The yield is 0.350. (10) The reactants are C([O:5][C:6]([C:8]1([CH2:11][CH2:12][CH2:13][CH2:14][CH2:15][C:16](=[O:30])[CH2:17][CH2:18][CH2:19][CH2:20][CH2:21][C:22]([CH3:29])([CH3:28])[C:23]([O:25]CC)=[O:24])[CH2:10][CH2:9]1)=[O:7])(C)(C)C.[OH-].[Na+]. The catalyst is C(O)=O.CCO.O. The product is [C:6]([C:8]1([CH2:11][CH2:12][CH2:13][CH2:14][CH2:15][C:16](=[O:30])[CH2:17][CH2:18][CH2:19][CH2:20][CH2:21][C:22]([CH3:28])([CH3:29])[C:23]([OH:25])=[O:24])[CH2:10][CH2:9]1)([OH:7])=[O:5]. The yield is 0.570.